This data is from Catalyst prediction with 721,799 reactions and 888 catalyst types from USPTO. The task is: Predict which catalyst facilitates the given reaction. (1) Reactant: C[O:2][C:3](=[O:23])[CH:4]([C:11]1[CH:16]=[CH:15][C:14]([C:17]2[CH:18]=[N:19][CH:20]=[CH:21][CH:22]=2)=[CH:13][CH:12]=1)[CH2:5][CH:6]1[CH2:10][CH2:9][CH2:8][CH2:7]1.[OH-].[Li+]. Product: [CH:6]1([CH2:5][CH:4]([C:11]2[CH:12]=[CH:13][C:14]([C:17]3[CH:18]=[N:19][CH:20]=[CH:21][CH:22]=3)=[CH:15][CH:16]=2)[C:3]([OH:23])=[O:2])[CH2:10][CH2:9][CH2:8][CH2:7]1. The catalyst class is: 7. (2) Reactant: [CH2:1]([N:4]([CH2:25][C:26]1[CH:31]=[CH:30][CH:29]=[CH:28][CH:27]=1)[C:5]1[C:9]([C:10](N(OC)C)=[O:11])=[CH:8][N:7]([CH2:16][C:17]2[CH:22]=[CH:21][C:20]([O:23][CH3:24])=[CH:19][CH:18]=2)[N:6]=1)[CH:2]=[CH2:3].[CH:32]([Mg]Br)=[CH2:33]. Product: [CH2:1]([N:4]([CH2:25][C:26]1[CH:27]=[CH:28][CH:29]=[CH:30][CH:31]=1)[C:5]1[C:9]([C:10](=[O:11])[CH:32]=[CH2:33])=[CH:8][N:7]([CH2:16][C:17]2[CH:18]=[CH:19][C:20]([O:23][CH3:24])=[CH:21][CH:22]=2)[N:6]=1)[CH:2]=[CH2:3]. The catalyst class is: 1. (3) Reactant: Cl[S:2]([CH2:5][CH2:6][CH2:7][NH:8][C:9](=[O:11])[CH3:10])(=[O:4])=[O:3].[CH3:12][CH:13]([CH3:29])[C:14]([O:16][CH2:17][CH2:18][O:19][C:20](=[O:28])[NH:21][CH2:22][C:23]([CH3:27])([CH3:26])[CH2:24][OH:25])=[O:15].N1C=CC=CC=1. Product: [CH3:12][CH:13]([CH3:29])[C:14]([O:16][CH2:17][CH2:18][O:19][C:20](=[O:28])[NH:21][CH2:22][C:23]([CH3:27])([CH3:26])[CH2:24][O:25][S:2]([CH2:5][CH2:6][CH2:7][NH:8][C:9](=[O:11])[CH3:10])(=[O:4])=[O:3])=[O:15]. The catalyst class is: 154.